The task is: Predict the product of the given reaction.. This data is from Forward reaction prediction with 1.9M reactions from USPTO patents (1976-2016). (1) Given the reactants [ClH:1].C(OCC)C.[CH3:7][O:8][N:9]([CH3:23])[C:10]1[C:11]2[CH:22]=[CH:21][NH:20][C:12]=2[N:13]=[C:14]([NH:16][CH2:17][C:18]#[CH:19])[N:15]=1, predict the reaction product. The product is: [ClH:1].[CH3:7][O:8][N:9]([CH3:23])[C:10]1[C:11]2[CH:22]=[CH:21][NH:20][C:12]=2[N:13]=[C:14]([NH:16][CH2:17][C:18]#[CH:19])[N:15]=1. (2) Given the reactants C1O[C:5]([OH:9])([CH2:7][OH:8])[CH2:4][O:3][C:2]1([OH:12])CO.[CH:13](N(C(C)C)CC)(C)C.[CH3:22][O:23][CH2:24]Cl, predict the reaction product. The product is: [CH3:22][O:23][CH2:24][O:8][CH2:7][C:5](=[O:9])[CH2:4][O:3][CH2:2][O:12][CH3:13]. (3) Given the reactants Br[C:2]1[C:3]2[N:4]([N:8]=[C:9]([NH:11][C:12]3[CH:28]=[CH:27][C:15]([C:16]([N:18]([CH3:26])[CH:19]4[CH2:24][CH2:23][N:22]([CH3:25])[CH2:21][CH2:20]4)=[O:17])=[CH:14][CH:13]=3)[N:10]=2)[CH:5]=[CH:6][CH:7]=1.[CH:29]1([C:34]2([CH2:40][C:41]#[N:42])[CH2:39][CH2:38][NH:37][CH2:36][CH2:35]2)[CH2:33][CH2:32][CH2:31][CH2:30]1.O, predict the reaction product. The product is: [C:41]([CH2:40][C:34]1([CH:29]2[CH2:33][CH2:32][CH2:31][CH2:30]2)[CH2:35][CH2:36][N:37]([C:2]2[C:3]3[N:4]([N:8]=[C:9]([NH:11][C:12]4[CH:28]=[CH:27][C:15]([C:16]([N:18]([CH3:26])[CH:19]5[CH2:24][CH2:23][N:22]([CH3:25])[CH2:21][CH2:20]5)=[O:17])=[CH:14][CH:13]=4)[N:10]=3)[CH:5]=[CH:6][CH:7]=2)[CH2:38][CH2:39]1)#[N:42]. (4) Given the reactants [C:1]([C:3]1[S:4][CH:5]=[CH:6][CH:7]=1)#[CH:2].[Cl:8][C:9]1[CH:14]=[CH:13][C:12](I)=[CH:11][CH:10]=1.N1CCC[C@H]1C(O)=O.C([O-])([O-])=O.[Na+].[Na+].O=C1O[C@H]([C@H](CO)O)C([O-])=C1O.[Na+].[N-:43]=[N+:44]=[N-:45].[Na+], predict the reaction product. The product is: [Cl:8][C:9]1[CH:14]=[CH:13][C:12]([N:43]2[CH:2]=[C:1]([C:3]3[S:4][CH:5]=[CH:6][CH:7]=3)[N:45]=[N:44]2)=[CH:11][CH:10]=1. (5) Given the reactants CO[C:3](=[O:29])[C@H:4]([NH:18][C:19]([O:21][CH2:22][C:23]1[CH:28]=[CH:27][CH:26]=[CH:25][CH:24]=1)=[O:20])[CH2:5][C:6]1[C:7]([CH2:16]Cl)=[C:8]2[C:12](=[C:13]([Cl:15])[CH:14]=1)[NH:11][N:10]=[CH:9]2.[F:30][C:31]([F:35])([F:34])[CH2:32][NH2:33].C([O-])([O-])=O.[K+].[K+], predict the reaction product. The product is: [Cl:15][C:13]1[C:12]2[NH:11][N:10]=[CH:9][C:8]=2[C:7]2[CH2:16][N:33]([CH2:32][C:31]([F:35])([F:34])[F:30])[C:3](=[O:29])[C@H:4]([NH:18][C:19](=[O:20])[O:21][CH2:22][C:23]3[CH:24]=[CH:25][CH:26]=[CH:27][CH:28]=3)[CH2:5][C:6]=2[CH:14]=1. (6) Given the reactants [CH2:1]([N:8]1[CH2:12][CH2:11][C:10]([CH3:16])(C(O)=O)[CH2:9]1)[C:2]1[CH:7]=[CH:6][CH:5]=[CH:4][CH:3]=1.C([N:19]([CH2:22]C)CC)C.C1(P(N=[N+]=[N-])(C2C=CC=CC=2)=[O:31])C=CC=CC=1.O.[C:42]([OH:46])([CH3:45])([CH3:44])[CH3:43], predict the reaction product. The product is: [C:42]([O:46][C:22](=[O:31])[NH:19][C:10]1([CH3:16])[CH2:11][CH2:12][N:8]([CH2:1][C:2]2[CH:3]=[CH:4][CH:5]=[CH:6][CH:7]=2)[CH2:9]1)([CH3:45])([CH3:44])[CH3:43]. (7) Given the reactants [CH3:1][N:2]1[CH:6]=[C:5]([C:7]2[CH:12]=[CH:11][CH:10]=[CH:9][CH:8]=2)[N:4]=[CH:3]1.[CH2:13]([Br:20])[C:14]1[CH:19]=[CH:18][CH:17]=[CH:16][CH:15]=1, predict the reaction product. The product is: [Br-:20].[CH2:13]([N:4]1[C:5]([C:7]2[CH:8]=[CH:9][CH:10]=[CH:11][CH:12]=2)=[CH:6][N+:2]([CH3:1])=[CH:3]1)[C:14]1[CH:19]=[CH:18][CH:17]=[CH:16][CH:15]=1. (8) Given the reactants [CH3:1][O:2][C:3]1[CH:47]=[C:46]([O:48][CH3:49])[CH:45]=[CH:44][C:4]=1[CH2:5][N:6]1[C:9](=[O:10])[C@@H:8]([NH:11][C:12](=[O:21])[O:13][CH2:14][C:15]2[CH:20]=[CH:19][CH:18]=[CH:17][CH:16]=2)[C@H:7]1[CH2:22][N:23]1[N:27]=[C:26]([CH2:28]O)[C:25]([CH2:30][NH:31][S:32]([C:35]2[CH:40]=[CH:39][CH:38]=[CH:37][C:36]=2[N+:41]([O-:43])=[O:42])(=[O:34])=[O:33])=[N:24]1.C1(P(C2C=CC=CC=2)C2C=CC=CC=2)C=CC=CC=1.CC(OC(/N=N/C(OC(C)C)=O)=O)C, predict the reaction product. The product is: [CH3:1][O:2][C:3]1[CH:47]=[C:46]([O:48][CH3:49])[CH:45]=[CH:44][C:4]=1[CH2:5][N:6]1[C:9](=[O:10])[C@@H:8]([NH:11][C:12](=[O:21])[O:13][CH2:14][C:15]2[CH:20]=[CH:19][CH:18]=[CH:17][CH:16]=2)[C@H:7]1[CH2:22][N:23]1[N:27]=[C:26]2[CH2:28][N:31]([S:32]([C:35]3[CH:40]=[CH:39][CH:38]=[CH:37][C:36]=3[N+:41]([O-:43])=[O:42])(=[O:34])=[O:33])[CH2:30][C:25]2=[N:24]1. (9) Given the reactants C[C@H]1N2C(C3N(C[C@@H]2OCC1)C=C(C(NCC1C=CC(F)=CC=1F)=O)C(=O)C=3O)=O.C[O:32][CH:33](OC)[CH2:34][N:35]1[C:40]([C:41]([O:43][CH3:44])=[O:42])=[C:39]([O:45][CH3:46])[C:38](=[O:47])[C:37]([C:48]([OH:50])=[O:49])=[CH:36]1.CS(O)(=O)=O, predict the reaction product. The product is: [CH3:46][O:45][C:39]1[C:38](=[O:47])[C:37]([C:48]([OH:50])=[O:49])=[CH:36][N:35]([CH2:34][CH:33]=[O:32])[C:40]=1[C:41]([O:43][CH3:44])=[O:42].